This data is from NCI-60 drug combinations with 297,098 pairs across 59 cell lines. The task is: Regression. Given two drug SMILES strings and cell line genomic features, predict the synergy score measuring deviation from expected non-interaction effect. (1) Drug 1: CC(CN1CC(=O)NC(=O)C1)N2CC(=O)NC(=O)C2. Drug 2: CCN(CC)CCNC(=O)C1=C(NC(=C1C)C=C2C3=C(C=CC(=C3)F)NC2=O)C. Cell line: MDA-MB-435. Synergy scores: CSS=7.05, Synergy_ZIP=-0.357, Synergy_Bliss=1.99, Synergy_Loewe=-3.22, Synergy_HSA=-2.21. (2) Drug 1: CC1=CC2C(CCC3(C2CCC3(C(=O)C)OC(=O)C)C)C4(C1=CC(=O)CC4)C. Drug 2: C1=CN(C(=O)N=C1N)C2C(C(C(O2)CO)O)O.Cl. Cell line: NCI-H226. Synergy scores: CSS=4.13, Synergy_ZIP=-0.755, Synergy_Bliss=-0.258, Synergy_Loewe=-15.3, Synergy_HSA=-5.65. (3) Cell line: MDA-MB-435. Drug 2: C1=CC=C(C(=C1)C(C2=CC=C(C=C2)Cl)C(Cl)Cl)Cl. Drug 1: CN(C)N=NC1=C(NC=N1)C(=O)N. Synergy scores: CSS=-7.12, Synergy_ZIP=1.74, Synergy_Bliss=0.898, Synergy_Loewe=-3.49, Synergy_HSA=-3.68. (4) Drug 1: CC12CCC3C(C1CCC2=O)CC(=C)C4=CC(=O)C=CC34C. Drug 2: C1=C(C(=O)NC(=O)N1)N(CCCl)CCCl. Cell line: OVCAR-4. Synergy scores: CSS=57.8, Synergy_ZIP=4.80, Synergy_Bliss=8.42, Synergy_Loewe=8.72, Synergy_HSA=8.64. (5) Drug 1: CC1C(C(CC(O1)OC2CC(CC3=C2C(=C4C(=C3O)C(=O)C5=C(C4=O)C(=CC=C5)OC)O)(C(=O)C)O)N)O.Cl. Drug 2: CN(CCCl)CCCl.Cl. Cell line: MCF7. Synergy scores: CSS=24.8, Synergy_ZIP=-11.9, Synergy_Bliss=-5.73, Synergy_Loewe=-17.2, Synergy_HSA=-4.83. (6) Drug 1: C1=CC(=CC=C1C#N)C(C2=CC=C(C=C2)C#N)N3C=NC=N3. Drug 2: CC1CCC2CC(C(=CC=CC=CC(CC(C(=O)C(C(C(=CC(C(=O)CC(OC(=O)C3CCCCN3C(=O)C(=O)C1(O2)O)C(C)CC4CCC(C(C4)OC)O)C)C)O)OC)C)C)C)OC. Cell line: NCI-H322M. Synergy scores: CSS=4.54, Synergy_ZIP=5.77, Synergy_Bliss=0.369, Synergy_Loewe=-0.326, Synergy_HSA=-0.783.